Dataset: Catalyst prediction with 721,799 reactions and 888 catalyst types from USPTO. Task: Predict which catalyst facilitates the given reaction. (1) Product: [Cl:1][C:2]1[CH:7]=[C:6]([S:8][C:9]2[CH:14]=[CH:13][CH:12]=[C:11]([C:15]([F:18])([F:17])[F:16])[CH:10]=2)[CH:5]=[CH:4][C:3]=1[CH2:19][CH2:20][CH2:21][C:22]([C:23]([O:25][CH2:26][CH3:27])=[O:24])([CH3:33])[C:28]([OH:30])=[O:29]. The catalyst class is: 8. Reactant: [Cl:1][C:2]1[CH:7]=[C:6]([S:8][C:9]2[CH:14]=[CH:13][CH:12]=[C:11]([C:15]([F:18])([F:17])[F:16])[CH:10]=2)[CH:5]=[CH:4][C:3]=1[CH2:19][CH2:20][CH2:21][C:22]([CH3:33])([C:28]([O:30]CC)=[O:29])[C:23]([O:25][CH2:26][CH3:27])=[O:24].[OH-].[K+].O.Cl. (2) Reactant: [OH-].[K+].[N:3]1([C:9]2[C:17]([CH2:18][C:19]3[N:24]=[C:23]([C:25]([O:27]C)=[O:26])[CH:22]=[CH:21][CH:20]=3)=[C:12]3[CH:13]=[CH:14][CH:15]=[CH:16][N:11]3[N:10]=2)[CH2:8][CH2:7][O:6][CH2:5][CH2:4]1.Cl. Product: [N:3]1([C:9]2[C:17]([CH2:18][C:19]3[N:24]=[C:23]([C:25]([OH:27])=[O:26])[CH:22]=[CH:21][CH:20]=3)=[C:12]3[CH:13]=[CH:14][CH:15]=[CH:16][N:11]3[N:10]=2)[CH2:4][CH2:5][O:6][CH2:7][CH2:8]1. The catalyst class is: 5. (3) Reactant: Cl[C:2]1[C:11]2[C:6](=[CH:7][CH:8]=[CH:9][CH:10]=2)[C:5]([OH:12])=[C:4]([C:13]([NH:15][CH2:16][C:17]([OH:19])=[O:18])=[O:14])[N:3]=1.[C:20]1([SH:26])[CH:25]=[CH:24][CH:23]=[CH:22][CH:21]=1. Product: [OH:12][C:5]1[C:6]2[C:11](=[CH:10][CH:9]=[CH:8][CH:7]=2)[C:2]([S:26][C:20]2[CH:25]=[CH:24][CH:23]=[CH:22][CH:21]=2)=[N:3][C:4]=1[C:13]([NH:15][CH2:16][C:17]([OH:19])=[O:18])=[O:14]. The catalyst class is: 60. (4) Reactant: [O:1]=[C:2]1[C:10]2[C:5](=[CH:6][CH:7]=[CH:8][CH:9]=2)[C:4](=[O:11])[N:3]1[CH2:12][CH2:13][N:14]1[C:23]2[C:18](=[N:19][CH:20]=[C:21]([CH2:24][C:25]3[CH:30]=[CH:29][C:28]([F:31])=[CH:27][CH:26]=3)[CH:22]=2)[C:17]([OH:32])=[C:16]([C:33](OCC)=[O:34])[C:15]1=[O:38].[NH2:39][CH2:40][C:41]([CH3:45])([CH3:44])[CH2:42][OH:43]. Product: [O:1]=[C:2]1[C:10]2[C:5](=[CH:6][CH:7]=[CH:8][CH:9]=2)[C:4](=[O:11])[N:3]1[CH2:12][CH2:13][N:14]1[C:23]2[C:18](=[N:19][CH:20]=[C:21]([CH2:24][C:25]3[CH:30]=[CH:29][C:28]([F:31])=[CH:27][CH:26]=3)[CH:22]=2)[C:17]([OH:32])=[C:16]([C:33]([NH:39][CH2:40][C:41]([CH3:45])([CH3:44])[CH2:42][OH:43])=[O:34])[C:15]1=[O:38]. The catalyst class is: 14. (5) Reactant: [F:1][C:2]([F:7])([F:6])[C:3]([OH:5])=[O:4].[OH:8][C@@H:9]1[C@H:13]([OH:14])[C@@H:12]([CH2:15][OH:16])[O:11][C@H:10]1[N:17]1[CH:25]=[N:24][C:23]2[C:18]1=[N:19][C:20]([N:41]1[CH2:45][CH2:44][C@@H:43]([NH:46][C:47]([NH:49][C@@H:50]3[CH2:54][CH2:53][NH:52][CH2:51]3)=[O:48])[CH2:42]1)=[N:21][C:22]=2[NH:26][CH2:27][CH:28]([C:35]1[CH:40]=[CH:39][CH:38]=[CH:37][CH:36]=1)[C:29]1[CH:34]=[CH:33][CH:32]=[CH:31][CH:30]=1.[CH2:55]([O:62][C:63]([N:65]1[CH2:70][CH2:69][CH:68]([N:71]=[C:72]=[O:73])[CH2:67][CH2:66]1)=[O:64])[C:56]1[CH:61]=[CH:60][CH:59]=[CH:58][CH:57]=1.C(N(CC)CC)C. Product: [F:1][C:2]([F:7])([F:6])[C:3]([OH:5])=[O:4].[CH2:55]([O:62][C:63]([N:65]1[CH2:70][CH2:69][CH:68]([NH:71][C:72]([N:52]2[CH2:53][CH2:54][C@@H:50]([NH:49][C:47]([NH:46][C@@H:43]3[CH2:44][CH2:45][N:41]([C:20]4[N:19]=[C:18]5[C:23]([N:24]=[CH:25][N:17]5[C@H:10]5[C@H:9]([OH:8])[C@H:13]([OH:14])[C@@H:12]([CH2:15][OH:16])[O:11]5)=[C:22]([NH:26][CH2:27][CH:28]([C:35]5[CH:36]=[CH:37][CH:38]=[CH:39][CH:40]=5)[C:29]5[CH:30]=[CH:31][CH:32]=[CH:33][CH:34]=5)[N:21]=4)[CH2:42]3)=[O:48])[CH2:51]2)=[O:73])[CH2:67][CH2:66]1)=[O:64])[C:56]1[CH:61]=[CH:60][CH:59]=[CH:58][CH:57]=1. The catalyst class is: 1.